This data is from Peptide-MHC class II binding affinity with 134,281 pairs from IEDB. The task is: Regression. Given a peptide amino acid sequence and an MHC pseudo amino acid sequence, predict their binding affinity value. This is MHC class II binding data. (1) The peptide sequence is PAKNIYSFNEIVALW. The MHC is DRB1_0802 with pseudo-sequence DRB1_0802. The binding affinity (normalized) is 0.434. (2) The peptide sequence is DDMAAQPFFDPSASF. The MHC is DRB1_1101 with pseudo-sequence DRB1_1101. The binding affinity (normalized) is 0. (3) The peptide sequence is PKYVKQNTLKLAT. The MHC is DRB1_1201 with pseudo-sequence DRB1_1201. The binding affinity (normalized) is 0.125.